Dataset: Forward reaction prediction with 1.9M reactions from USPTO patents (1976-2016). Task: Predict the product of the given reaction. (1) Given the reactants [C:1]([O:5][C:6]([NH:8][C@@H:9]([C:12]1[CH:13]=[C:14]([C:18]2[CH:23]=[C:22]([CH:24]=[CH2:25])[CH:21]=[C:20]([CH2:26][O:27][C:28]3[CH:33]=[CH:32][CH:31]=[CH:30][C:29]=3[CH2:34][C:35]([O:37][C:38]([CH3:41])([CH3:40])[CH3:39])=[O:36])[CH:19]=2)[CH:15]=[CH:16][CH:17]=1)[CH2:10][OH:11])=[O:7])([CH3:4])([CH3:3])[CH3:2], predict the reaction product. The product is: [C:1]([O:5][C:6]([NH:8][C@@H:9]([C:12]1[CH:13]=[C:14]([C:18]2[CH:23]=[C:22]([CH2:24][CH3:25])[CH:21]=[C:20]([CH2:26][O:27][C:28]3[CH:33]=[CH:32][CH:31]=[CH:30][C:29]=3[CH2:34][C:35]([O:37][C:38]([CH3:39])([CH3:41])[CH3:40])=[O:36])[CH:19]=2)[CH:15]=[CH:16][CH:17]=1)[CH2:10][OH:11])=[O:7])([CH3:4])([CH3:2])[CH3:3]. (2) The product is: [Cl:1][C:2]1[C:3]([N:8]2[C:12]([C:13]([Cl:22])=[O:14])=[CH:11][C:10]([C:16]([F:19])([F:18])[F:17])=[N:9]2)=[N:4][CH:5]=[CH:6][CH:7]=1. Given the reactants [Cl:1][C:2]1[C:3]([N:8]2[C:12]([C:13](O)=[O:14])=[CH:11][C:10]([C:16]([F:19])([F:18])[F:17])=[N:9]2)=[N:4][CH:5]=[CH:6][CH:7]=1.S(Cl)([Cl:22])=O, predict the reaction product.